Dataset: Forward reaction prediction with 1.9M reactions from USPTO patents (1976-2016). Task: Predict the product of the given reaction. Given the reactants [C:1]([OH:10])(=[O:9])[C:2]1[C:3](=[CH:5][CH:6]=[CH:7][CH:8]=1)[OH:4].[OH-].[Na+].Cl[CH2:14][C:15]([OH:17])=[O:16], predict the reaction product. The product is: [C:15]([CH2:14][O:4][C:3]1[CH:5]=[CH:6][CH:7]=[CH:8][C:2]=1[C:1]([OH:10])=[O:9])([OH:17])=[O:16].